Dataset: KCNQ2 potassium channel screen with 302,405 compounds. Task: Binary Classification. Given a drug SMILES string, predict its activity (active/inactive) in a high-throughput screening assay against a specified biological target. (1) The compound is Clc1c2oc(c(c2cc(c1)C)C)C(=O)N(Cc1ccccc1)CCO. The result is 0 (inactive). (2) The compound is N(c1nc(nnc1c1ccccc1)c1ncccc1)CC=C. The result is 0 (inactive). (3) The drug is s1c(c(C(=O)CCC(=O)NCc2c(F)cccc2)cc1C)C. The result is 0 (inactive). (4) The drug is S(CC(=O)NC1CCCC1)c1n(c(nn1)C(NC(=O)c1ccc(OC)cc1)C)C. The result is 0 (inactive). (5) The compound is Fc1ccc(CN2C(c3ccc(OC)cc3)C=CCN(CC2=O)C(=O)c2ccc(cc2)C)cc1. The result is 0 (inactive). (6) The drug is S=C1NC(=O)/C(=N\Nc2c(OC)cccc2)C(=O)N1. The result is 0 (inactive). (7) The compound is O=c1[nH]c2c(cc1CN(CCC)C(=O)c1ccncc1)cc(OC)cc2. The result is 0 (inactive). (8) The molecule is S=C(Nc1cc(ccc1)C(F)(F)F)Nc1nc(ccc1)C. The result is 0 (inactive). (9) The drug is Clc1ncnc(Nc2ccc(N(C)C)cc2)c1. The result is 0 (inactive). (10) The drug is S(c1[nH]c2c(cccc2)c(=O)n1)CC(=O)Nc1ccc(cc1)C(=O)Nc1ccc(OCC)cc1. The result is 0 (inactive).